From a dataset of Full USPTO retrosynthesis dataset with 1.9M reactions from patents (1976-2016). Predict the reactants needed to synthesize the given product. (1) Given the product [Cl:1][C:2]1[CH:3]=[N:4][C:5]2[N:6]([N:8]=[C:9]([C:11]([N:27]3[CH2:26][CH2:25][N:24]4[CH:30]=[C:21]([C:20]5[C:15]([F:14])=[N:16][CH:17]=[CH:18][CH:19]=5)[N:22]=[C:23]4[CH:28]3[CH3:29])=[O:13])[CH:10]=2)[CH:7]=1, predict the reactants needed to synthesize it. The reactants are: [Cl:1][C:2]1[CH:3]=[N:4][C:5]2[N:6]([N:8]=[C:9]([C:11]([OH:13])=O)[CH:10]=2)[CH:7]=1.[F:14][C:15]1[C:20]([C:21]2[N:22]=[C:23]3[CH:28]([CH3:29])[NH:27][CH2:26][CH2:25][N:24]3[CH:30]=2)=[CH:19][CH:18]=[CH:17][N:16]=1. (2) The reactants are: Cl.O1CCOCC1.[Cl:8][C:9]1[CH:10]=[C:11]([NH:47]C(=O)OC(C)(C)C)[CH:12]=[C:13]([C@@H:15]2[C@@:26]3([C:34]4[C:29](=[CH:30][C:31]([Cl:35])=[CH:32][CH:33]=4)[NH:28][C:27]3=[O:36])[C:18]3([CH2:23][CH2:22][C:21]([CH3:25])([CH3:24])[CH2:20][CH2:19]3)[NH:17][C@H:16]2[C:37](=[O:46])[NH:38][C@H:39]2[CH2:44][CH2:43][C@H:42]([OH:45])[CH2:41][CH2:40]2)[CH:14]=1.C(=O)(O)[O-].[Na+]. Given the product [NH2:47][C:11]1[CH:12]=[C:13]([C@@H:15]2[C@@:26]3([C:34]4[C:29](=[CH:30][C:31]([Cl:35])=[CH:32][CH:33]=4)[NH:28][C:27]3=[O:36])[C:18]3([CH2:23][CH2:22][C:21]([CH3:24])([CH3:25])[CH2:20][CH2:19]3)[NH:17][C@H:16]2[C:37]([NH:38][C@H:39]2[CH2:44][CH2:43][C@H:42]([OH:45])[CH2:41][CH2:40]2)=[O:46])[CH:14]=[C:9]([Cl:8])[CH:10]=1, predict the reactants needed to synthesize it. (3) Given the product [CH:34]1([C:2]2[N:6]([CH:7]3[C:16]4[C:11](=[CH:12][CH:13]=[CH:14][CH:15]=4)[C:10](=[O:17])[O:9][C:8]3([CH3:19])[CH3:18])[CH:5]=[N:4][CH:3]=2)[CH2:35][CH2:33]1, predict the reactants needed to synthesize it. The reactants are: I[C:2]1[N:6]([CH:7]2[C:16]3[C:11](=[CH:12][CH:13]=[CH:14][CH:15]=3)[C:10](=[O:17])[O:9][C:8]2([CH3:19])[CH3:18])[CH:5]=[N:4][CH:3]=1.O1C=CC=C1P(C1O[CH:33]=[CH:34][CH:35]=1)C1OC=CC=1.C([Sn](CCCC)(CCCC)C1CC1)CCC. (4) Given the product [CH2:1]([O:3][C:4](=[O:12])[CH2:5][C:6]1[CH:11]=[CH:10][C:9]([S:14]([Cl:13])(=[O:16])=[O:15])=[CH:8][CH:7]=1)[CH3:2], predict the reactants needed to synthesize it. The reactants are: [CH2:1]([O:3][C:4](=[O:12])[CH2:5][C:6]1[CH:11]=[CH:10][CH:9]=[CH:8][CH:7]=1)[CH3:2].[Cl:13][S:14](O)(=[O:16])=[O:15].